This data is from Reaction yield outcomes from USPTO patents with 853,638 reactions. The task is: Predict the reaction yield, written as a fraction of the theoretical maximum amount of product (1.0 means a 100% yield; for example, 0.34 means a 34% yield). (1) The product is [CH2:1]([N:8]1[CH2:17][CH2:16][C:15]2[C:14]([NH:28][C:25]3[CH:26]=[CH:27][C:22]([O:21][CH:20]([F:19])[F:29])=[CH:23][CH:24]=3)=[N:13][CH:12]=[N:11][C:10]=2[CH2:9]1)[C:2]1[CH:7]=[CH:6][CH:5]=[CH:4][CH:3]=1. The catalyst is O1CCOCC1.C(OCC)C. The reactants are [CH2:1]([N:8]1[CH2:17][CH2:16][C:15]2[C:14](Cl)=[N:13][CH:12]=[N:11][C:10]=2[CH2:9]1)[C:2]1[CH:7]=[CH:6][CH:5]=[CH:4][CH:3]=1.[F:19][CH:20]([F:29])[O:21][C:22]1[CH:27]=[CH:26][C:25]([NH2:28])=[CH:24][CH:23]=1. The yield is 0.810. (2) The reactants are [NH2:1][C:2]1[N:3]=[CH:4][N:5]([CH2:11][C:12]2[CH:17]=[CH:16][CH:15]=[CH:14][CH:13]=2)[C:6]=1[S:7]([NH2:10])(=[O:9])=[O:8].[CH2:18]([N:25]1[C:34]2[C:29](=[CH:30][CH:31]=[CH:32][CH:33]=2)[C:28](=[O:35])[C:27](=[C:36](SC)SC)[C:26]1=[O:41])[C:19]1[CH:24]=[CH:23][CH:22]=[CH:21][CH:20]=1. The catalyst is C1(C)C=CC=CC=1. The product is [CH2:18]([N:25]1[C:34]2[C:29](=[CH:30][CH:31]=[CH:32][CH:33]=2)[C:28]([OH:35])=[C:27]([C:36]2[NH:1][C:2]3[N:3]=[CH:4][N:5]([CH2:11][C:12]4[CH:13]=[CH:14][CH:15]=[CH:16][CH:17]=4)[C:6]=3[S:7](=[O:9])(=[O:8])[N:10]=2)[C:26]1=[O:41])[C:19]1[CH:20]=[CH:21][CH:22]=[CH:23][CH:24]=1. The yield is 0.500.